This data is from Forward reaction prediction with 1.9M reactions from USPTO patents (1976-2016). The task is: Predict the product of the given reaction. (1) Given the reactants [C:1]1([C:26]2[CH:31]=[CH:30][CH:29]=[CH:28][CH:27]=2)[CH:6]=[CH:5][C:4]([C:7]([N:9]2[CH2:12][CH:11]([NH:13][C@H:14]3[CH2:18][CH2:17][N:16](C(OC(C)(C)C)=O)[CH2:15]3)[CH2:10]2)=[O:8])=[CH:3][CH:2]=1.Cl, predict the reaction product. The product is: [C:1]1([C:26]2[CH:31]=[CH:30][CH:29]=[CH:28][CH:27]=2)[CH:2]=[CH:3][C:4]([C:7]([N:9]2[CH2:10][CH:11]([NH:13][C@H:14]3[CH2:18][CH2:17][NH:16][CH2:15]3)[CH2:12]2)=[O:8])=[CH:5][CH:6]=1. (2) Given the reactants [Cl:1][C:2]1[N:7]=[C:6]2[S:8][C:9]([N:11]=[C:12](SC)SC)=[N:10][C:5]2=[CH:4][CH:3]=1.Cl.Cl.[NH2:19][CH2:20][C@@:21]1([OH:29])[CH:26]2[CH2:27][CH2:28][N:23]([CH2:24][CH2:25]2)[CH2:22]1.C(=O)([O-])[O-].[Cs+].[Cs+].O, predict the reaction product. The product is: [Cl:1][C:2]1[N:7]=[C:6]2[S:8][C:9]([NH:11][C:12]3[O:29][C@:21]4([CH2:20][N:19]=3)[CH:26]3[CH2:27][CH2:28][N:23]([CH2:24][CH2:25]3)[CH2:22]4)=[N:10][C:5]2=[CH:4][CH:3]=1. (3) Given the reactants [CH3:1][C:2]1[N:3]([CH3:15])[C:4]2[C:5]([N:14]=1)=[C:6]1[C:11](=[CH:12][CH:13]=2)[NH:10][CH2:9][CH2:8][CH2:7]1.[OH-:16].[Na+].C(Cl)(=O)O[C:20]1[CH:25]=[CH:24][CH:23]=[CH:22][CH:21]=1.[O:28]1[CH2:32]CC[CH2:29]1, predict the reaction product. The product is: [CH3:1][C:2]1[N:3]([CH3:15])[C:4]2[C:5]([N:14]=1)=[C:6]1[C:11](=[CH:12][CH:13]=2)[N:10]([C:29]([O:28][CH2:32][C:20]2[CH:21]=[CH:22][CH:23]=[CH:24][CH:25]=2)=[O:16])[CH2:9][CH2:8][CH2:7]1. (4) The product is: [OH:37][C:29]1[CH:28]=[C:36]([OH:8])[CH:35]=[CH:34][C:30]=1[C:31]([O-:33])=[O:32].[CH3:11][N+:12]1[C:16]([C:17](=[O:20])[NH:18][CH3:19])=[C:15]([C:21](=[O:24])[NH:22][CH3:23])[N:14]([CH2:25][CH3:26])[CH:13]=1. Given the reactants C1(S([O-])(=O)=[O:8])C=CC=CC=1.[CH3:11][N+:12]1[C:16]([C:17](=[O:20])[NH:18][CH3:19])=[C:15]([C:21](=[O:24])[NH:22][CH3:23])[N:14]([CH2:25][CH3:26])[CH:13]=1.O[C:28]1[C:29]([OH:37])=[C:30]([CH:34]=[CH:35][CH:36]=1)[C:31]([OH:33])=[O:32], predict the reaction product. (5) Given the reactants [NH:1]1[CH2:8][CH2:7][CH2:6][C@H:2]1[C:3]([OH:5])=[O:4].[C:9](Cl)(=[O:19])[CH2:10][CH2:11][CH2:12][CH2:13][CH2:14][CH2:15][CH2:16][CH2:17][CH3:18].[OH-].[Na+].S(=O)(=O)(O)O, predict the reaction product. The product is: [C:9]([N:1]1[CH2:8][CH2:7][CH2:6][C@H:2]1[C:3]([OH:5])=[O:4])(=[O:19])[CH2:10][CH2:11][CH2:12][CH2:13][CH2:14][CH2:15][CH2:16][CH2:17][CH3:18]. (6) Given the reactants Br[C:2]1[C:3]([OH:15])=[C:4]([C:12]([OH:14])=[O:13])[C:5]2[N:6]=[CH:7][CH:8]=[N:9][C:10]=2[CH:11]=1.C([Sn](CCCC)(CCCC)[C:21]1[CH:26]=[CH:25][CH:24]=[CH:23][N:22]=1)CCC, predict the reaction product. The product is: [OH:15][C:3]1[C:2]([C:21]2[CH:26]=[CH:25][CH:24]=[CH:23][N:22]=2)=[CH:11][C:10]2[N:9]=[CH:8][CH:7]=[N:6][C:5]=2[C:4]=1[C:12]([OH:14])=[O:13]. (7) The product is: [N:1]1([CH2:5][CH2:6][N:7]2[CH:11]=[C:10]([C:12]3[CH:17]=[CH:16][C:15]([F:18])=[C:14]([C:19]([F:22])([F:20])[F:21])[CH:13]=3)[N:9]=[C:8]2[CH:23]2[CH2:28][CH2:27][N:26]([C:29]3[N:34]=[CH:33][N:32]=[C:31]([NH2:35])[C:30]=3[O:36][CH3:37])[CH2:25][CH2:24]2)[CH2:2][CH2:3][CH2:4]1. Given the reactants [N:1]1([CH2:5][CH2:6][N:7]2[CH:11]=[C:10]([C:12]3[CH:17]=[CH:16][C:15]([F:18])=[C:14]([C:19]([F:22])([F:21])[F:20])[CH:13]=3)[N:9]=[C:8]2[CH:23]2[CH2:28][CH2:27][N:26]([C:29]3[N:34]=[CH:33][N:32]=[C:31]([NH2:35])[C:30]=3[O:36][CH:37](C)C)[CH2:25][CH2:24]2)[CH2:4][CH2:3][CH2:2]1.ClC1N=CN=C(N)C=1OC.ClC1N=CN=C(N)C=1OC(C)C, predict the reaction product.